From a dataset of Reaction yield outcomes from USPTO patents with 853,638 reactions. Predict the reaction yield, written as a fraction of the theoretical maximum amount of product (1.0 means a 100% yield; for example, 0.34 means a 34% yield). (1) The catalyst is O1CCCC1. The reactants are [Cl:1][C:2]1[CH:3]=[CH:4][C:5]([N:8]2[CH:12]=[C:11]([CH2:13][CH2:14][CH2:15][OH:16])[C:10]([CH:17]([CH2:20][CH3:21])[CH2:18][CH3:19])=[N:9]2)=[N:6][CH:7]=1.O[C:23]1[C:28]([O:29][CH3:30])=[CH:27][CH:26]=[CH:25][C:24]=1[CH2:31][C:32]([O:34]C)=[O:33].C(P(CCCC)CCCC)CCC.N(C(N1CCCCC1)=O)=NC(N1CCCCC1)=O. The product is [Cl:1][C:2]1[CH:3]=[CH:4][C:5]([N:8]2[CH:12]=[C:11]([CH2:13][CH2:14][CH2:15][O:16][C:23]3[C:28]([O:29][CH3:30])=[CH:27][CH:26]=[CH:25][C:24]=3[CH2:31][C:32]([OH:34])=[O:33])[C:10]([CH:17]([CH2:20][CH3:21])[CH2:18][CH3:19])=[N:9]2)=[N:6][CH:7]=1. The yield is 0.740. (2) The reactants are [C:1]([C:4]1[CH:11]=[CH:10][C:7]([CH:8]=[O:9])=[CH:6][CH:5]=1)([CH3:3])=[CH2:2].[NH2:12][C:13]1[N:14]=[N:15][C:16]([CH3:19])=[CH:17][CH:18]=1.C([O:22][C:23](=O)[C:24]([OH:37])=[CH:25][C:26]([C:28]1[CH:33]=[CH:32][C:31]([CH:34]([CH3:36])[CH3:35])=[CH:30][CH:29]=1)=O)C. No catalyst specified. The product is [OH:37][C:24]1[C:23](=[O:22])[N:12]([C:13]2[N:14]=[N:15][C:16]([CH3:19])=[CH:17][CH:18]=2)[CH:26]([C:28]2[CH:29]=[CH:30][C:31]([C:34]([CH3:36])=[CH2:35])=[CH:32][CH:33]=2)[C:25]=1[C:8](=[O:9])[C:7]1[CH:6]=[CH:5][C:4]([CH:1]([CH3:3])[CH3:2])=[CH:11][CH:10]=1. The yield is 0.0900. (3) The reactants are [CH3:1][O:2][C:3](=[O:15])[C:4]1[CH:9]=[C:8](I)[C:7]([CH:11]([F:13])[F:12])=[CH:6][C:5]=1[NH2:14].[CH3:16][N:17]1[C:21]([Sn](CCCC)(CCCC)CCCC)=[CH:20][CH:19]=[N:18]1. The catalyst is O1CCOCC1.Cl[Pd](Cl)([P](C1C=CC=CC=1)(C1C=CC=CC=1)C1C=CC=CC=1)[P](C1C=CC=CC=1)(C1C=CC=CC=1)C1C=CC=CC=1. The product is [CH3:1][O:2][C:3](=[O:15])[C:4]1[CH:9]=[C:8]([C:21]2[N:17]([CH3:16])[N:18]=[CH:19][CH:20]=2)[C:7]([CH:11]([F:13])[F:12])=[CH:6][C:5]=1[NH2:14]. The yield is 0.310. (4) The reactants are [CH2:1]([O:8][NH:9][C@H:10]1[CH2:15][N:14]([C:16]([O:18][C:19]([CH3:22])([CH3:21])[CH3:20])=[O:17])[C@H:13]([C:23]([OH:25])=[O:24])[CH2:12][CH2:11]1)[C:2]1[CH:7]=[CH:6][CH:5]=[CH:4][CH:3]=1.ClC(OCC(C)C)=O.C(N(CC)CC)C.O[N:42]1[C:50](=[O:51])[C@H:49]2[C@H:44]([CH2:45][CH2:46][CH2:47][CH2:48]2)[C:43]1=[O:52]. The catalyst is O1CCCC1.C(OCC)(=O)C.CCCCCC.C(OCC)(=O)C. The product is [CH2:1]([O:8][NH:9][C@H:10]1[CH2:15][N:14]([C:16]([O:18][C:19]([CH3:21])([CH3:22])[CH3:20])=[O:17])[C@H:13]([C:23]([O:25][N:42]2[C:50](=[O:51])[C@H:49]3[C@H:44]([CH2:45][CH2:46][CH2:47][CH2:48]3)[C:43]2=[O:52])=[O:24])[CH2:12][CH2:11]1)[C:2]1[CH:3]=[CH:4][CH:5]=[CH:6][CH:7]=1. The yield is 0.900. (5) The catalyst is C(Cl)Cl.CO. The product is [NH2:32][C:17]1([C:15]([NH:14][CH:9]([C:6]2[CH:5]=[CH:4][C:3]([Cl:2])=[CH:8][CH:7]=2)[CH2:10][CH2:11][O:12][CH3:13])=[O:16])[CH2:18][CH2:19][N:20]([C:23]2[C:24]3[CH:31]=[CH:30][NH:29][C:25]=3[N:26]=[CH:27][N:28]=2)[CH2:21][CH2:22]1. The reactants are Cl.[Cl:2][C:3]1[CH:8]=[CH:7][C:6]([CH:9]([NH:14][C:15]([C:17]2([NH:32]C(=O)OC(C)(C)C)[CH2:22][CH2:21][N:20]([C:23]3[C:24]4[CH:31]=[CH:30][NH:29][C:25]=4[N:26]=[CH:27][N:28]=3)[CH2:19][CH2:18]2)=[O:16])[CH2:10][CH2:11][O:12][CH3:13])=[CH:5][CH:4]=1. The yield is 0.960. (6) The reactants are [CH3:1][O:2][C:3]1[CH:8]=[CH:7][C:6]([NH2:9])=[C:5]([N+:10]([O-])=O)[CH:4]=1. The catalyst is [Pd].CO. The product is [CH3:1][O:2][C:3]1[CH:4]=[C:5]([NH2:10])[C:6]([NH2:9])=[CH:7][CH:8]=1. The yield is 0.970. (7) The reactants are [OH:1][C:2]1[CH:9]=[CH:8][C:7]([O:10][CH3:11])=[CH:6][C:3]=1[CH:4]=[O:5].C([O-])([O-])=O.[K+].[K+].[CH2:18]([O:20][CH:21]([O:24][CH2:25][CH3:26])[CH2:22]Br)[CH3:19]. The catalyst is CN(C=O)C. The product is [CH2:18]([O:20][CH:21]([O:24][CH2:25][CH3:26])[CH2:22][O:1][C:2]1[CH:9]=[CH:8][C:7]([O:10][CH3:11])=[CH:6][C:3]=1[CH:4]=[O:5])[CH3:19]. The yield is 0.310. (8) The yield is 0.580. The catalyst is COCCOC.C1C=CC([P]([Pd]([P](C2C=CC=CC=2)(C2C=CC=CC=2)C2C=CC=CC=2)([P](C2C=CC=CC=2)(C2C=CC=CC=2)C2C=CC=CC=2)[P](C2C=CC=CC=2)(C2C=CC=CC=2)C2C=CC=CC=2)(C2C=CC=CC=2)C2C=CC=CC=2)=CC=1. The product is [CH3:16][N:12]([CH:13]([CH3:15])[CH3:14])[C:11]1[C:2]([C:25]2[CH:26]=[C:27]3[C:22](=[CH:23][CH:24]=2)[NH:21][C:20]([CH3:19])=[CH:28]3)=[N:3][C:4]2[C:9]([N:10]=1)=[CH:8][C:7]([C:17]#[N:18])=[CH:6][CH:5]=2. The reactants are Cl[C:2]1[C:11]([N:12]([CH3:16])[CH:13]([CH3:15])[CH3:14])=[N:10][C:9]2[C:4](=[CH:5][CH:6]=[C:7]([C:17]#[N:18])[CH:8]=2)[N:3]=1.[CH3:19][C:20]1[NH:21][C:22]2[C:27]([CH:28]=1)=[CH:26][C:25](B1OC(C)(C)C(C)(C)O1)=[CH:24][CH:23]=2.C(=O)([O-])[O-].[K+].[K+].O. (9) The reactants are [CH3:1][O:2][C:3]1[C:8]([F:9])=[C:7]([O:10][CH3:11])[CH:6]=[CH:5][C:4]=1I.[C:13]([C:15]1[CH:16]=[N:17][N:18]([CH3:20])[CH:19]=1)#[CH:14].C(#N)C. The catalyst is Cl[Pd](Cl)([P](C1C=CC=CC=1)(C1C=CC=CC=1)C1C=CC=CC=1)[P](C1C=CC=CC=1)(C1C=CC=CC=1)C1C=CC=CC=1.[Cu]I.C(N(CC)CC)C. The product is [CH3:1][O:2][C:3]1[C:8]([F:9])=[C:7]([O:10][CH3:11])[CH:6]=[CH:5][C:4]=1[C:14]#[C:13][C:15]1[CH:16]=[N:17][N:18]([CH3:20])[CH:19]=1. The yield is 0.860. (10) The reactants are [Cl:1][C:2]1[CH:3]=[CH:4][C:5]([C:28]([F:31])([F:30])[F:29])=[C:6]([CH:27]=1)[CH2:7][N:8]1[CH2:13][CH2:12][NH:11][C:10]2[N:14]=[CH:15][C:16]([C:18]3[CH:26]=[CH:25][C:21]([C:22]([OH:24])=O)=[CH:20][CH:19]=3)=[CH:17][C:9]1=2.[NH:32]1[CH2:37][CH2:36][CH:35]([N:38]2[CH2:43][CH2:42][O:41][CH2:40][CH2:39]2)[CH2:34][CH2:33]1. No catalyst specified. The product is [Cl:1][C:2]1[CH:3]=[CH:4][C:5]([C:28]([F:31])([F:29])[F:30])=[C:6]([CH:27]=1)[CH2:7][N:8]1[CH2:13][CH2:12][NH:11][C:10]2[N:14]=[CH:15][C:16]([C:18]3[CH:26]=[CH:25][C:21]([C:22]([N:32]4[CH2:37][CH2:36][CH:35]([N:38]5[CH2:43][CH2:42][O:41][CH2:40][CH2:39]5)[CH2:34][CH2:33]4)=[O:24])=[CH:20][CH:19]=3)=[CH:17][C:9]1=2. The yield is 0.430.